The task is: Predict the product of the given reaction.. This data is from Forward reaction prediction with 1.9M reactions from USPTO patents (1976-2016). (1) Given the reactants [CH3:1][CH:2]([O:4][C:5]([CH2:7][CH2:8][CH2:9]/[CH:10]=[CH:11]\[CH2:12][C@@H:13]1[C@@H:17]([CH2:18][CH2:19][C@@H:20]([OH:29])[CH2:21][CH2:22][C:23]2[CH:24]=[CH:25][CH:26]=[CH:27][CH:28]=2)[C@H:16]([OH:30])[CH2:15][C@@H:14]1[OH:31])=[O:6])[CH3:3].N[C@H](C(O)=O)CCCNC(=N)N.C(I)(C)C.C([O-])(=O)C.[NH4+].C(OCC)(=O)C, predict the reaction product. The product is: [CH3:3][CH:2]([O:4][C:5]([CH2:7][CH2:8][CH2:9]/[CH:10]=[CH:11]\[CH2:12][C@@H:13]1[C@@H:17]([CH2:18][CH2:19][C@@H:20]([OH:29])[CH2:21][CH2:22][C:23]2[CH:24]=[CH:25][CH:26]=[CH:27][CH:28]=2)[C@H:16]([OH:30])[CH2:15][C@@H:14]1[OH:31])=[O:6])[CH3:1]. (2) Given the reactants [C:1]([NH:6][C:7]1[S:8][CH:9]=[C:10]([CH2:12][OH:13])[N:11]=1)(=[O:5])[CH:2]([CH3:4])[CH3:3], predict the reaction product. The product is: [CH:12]([C:10]1[N:11]=[C:7]([NH:6][C:1](=[O:5])[CH:2]([CH3:3])[CH3:4])[S:8][CH:9]=1)=[O:13].